This data is from Retrosynthesis with 50K atom-mapped reactions and 10 reaction types from USPTO. The task is: Predict the reactants needed to synthesize the given product. (1) Given the product CCOC(=O)[C@H]1[C@@H](c2ccc(N)cc2)CC(=O)N1C, predict the reactants needed to synthesize it. The reactants are: CCOC(=O)[C@H]1[C@@H](c2ccc([N+](=O)[O-])cc2)CC(=O)N1C. (2) Given the product CCOC(=O)c1cc(NS(=O)(=O)CCCCCl)c2[nH]cc(CC)c2c1, predict the reactants needed to synthesize it. The reactants are: CCOC(=O)c1cc(N)c2[nH]cc(CC)c2c1.O=S(=O)(Cl)CCCCCl. (3) Given the product NC(=O)c1cc(F)c(C2=CC(=O)CCC2)nc1Nc1ccc(N2CCOCC2)cc1, predict the reactants needed to synthesize it. The reactants are: CCCC[Sn](CCCC)(CCCC)C1=CC(=O)CCC1.NC(=O)c1cc(F)c(Cl)nc1Nc1ccc(N2CCOCC2)cc1. (4) Given the product O=C(O)c1ccc(-c2ccc(Nc3nc4ccc(F)cc4s3)cc2)cc1Cl, predict the reactants needed to synthesize it. The reactants are: COC(=O)c1ccc(-c2ccc(Nc3nc4ccc(F)cc4s3)cc2)cc1Cl. (5) The reactants are: CCC(C)(C)O.CN(C(=O)OCc1ccccc1)[C@H]1CC[C@H](C=O)CC1.[Br-]. Given the product CN(C(=O)OCc1ccccc1)C1CCC(C=CCCCBr)CC1, predict the reactants needed to synthesize it. (6) Given the product CCOC(=O)CC(C)c1ccc(-c2ccc(F)cc2F)cc1, predict the reactants needed to synthesize it. The reactants are: CCOC(=O)CC(C)(O)c1ccc(-c2ccc(F)cc2F)cc1. (7) Given the product C=CCOC[C@H](N)C(=O)N[C@H](C(=O)N[C@H](C(=O)OC)C(C)C)C(C)C, predict the reactants needed to synthesize it. The reactants are: C=CCOC[C@H](NC(=O)OC(C)(C)C)C(=O)N[C@H](C(=O)N[C@H](C(=O)OC)C(C)C)C(C)C. (8) Given the product CCS(=O)(=O)NC(=O)c1cccc(N)c1, predict the reactants needed to synthesize it. The reactants are: CCS(=O)(=O)NC(=O)c1cccc([N+](=O)[O-])c1. (9) Given the product O=S1(=O)c2cc(Br)cnc2OCCN1C12CC(C1)C2, predict the reactants needed to synthesize it. The reactants are: O=S(=O)(c1cc(Br)cnc1Cl)N(CCO)C12CC(C1)C2. (10) Given the product CN(CC(=O)Nc1ccc(Oc2ccccc2)cc1)CC1(CN(C)Cc2ccc(C(=O)O)cc2)CCCC1, predict the reactants needed to synthesize it. The reactants are: COC(=O)c1ccc(CN(C)CC2(CN(C)CC(=O)Nc3ccc(Oc4ccccc4)cc3)CCCC2)cc1.